Dataset: Full USPTO retrosynthesis dataset with 1.9M reactions from patents (1976-2016). Task: Predict the reactants needed to synthesize the given product. (1) Given the product [CH3:1][O:2][C:3]1[CH:8]=[CH:7][C:6]([C:13]2[N:18]=[C:17]([N:19]([CH3:39])[CH2:20][CH2:21][CH2:22][O:23][C:24]3[CH:25]=[C:26]4[C:30](=[CH:31][CH:32]=3)[C@H:29]([CH2:33][C:34]([O:36][CH2:37][CH3:38])=[O:35])[CH2:28][CH2:27]4)[C:16]([C:3]3[CH:8]=[CH:7][C:6]([O:47][CH3:44])=[CH:5][CH:4]=3)=[CH:15][N:14]=2)=[CH:5][CH:4]=1, predict the reactants needed to synthesize it. The reactants are: [CH3:1][O:2][C:3]1[CH:8]=[CH:7][C:6](B(O)O)=[CH:5][CH:4]=1.Cl[C:13]1[N:18]=[C:17]([N:19]([CH3:39])[CH2:20][CH2:21][CH2:22][O:23][C:24]2[CH:25]=[C:26]3[C:30](=[CH:31][CH:32]=2)[C@H:29]([CH2:33][C:34]([O:36][CH2:37][CH3:38])=[O:35])[CH2:28][CH2:27]3)[C:16](Cl)=[CH:15][N:14]=1.C(Cl)Cl.[C:44](=[O:47])([O-])[O-].[Na+].[Na+]. (2) Given the product [Br:12][C:9]1[CH:10]=[CH:11][C:2]([NH:1][C:28](=[O:29])[CH2:27][CH2:26][C:20]2[CH:25]=[CH:24][CH:23]=[CH:22][CH:21]=2)=[C:3]([CH:8]=1)[C:4]([O:6][CH3:7])=[O:5], predict the reactants needed to synthesize it. The reactants are: [NH2:1][C:2]1[CH:11]=[CH:10][C:9]([Br:12])=[CH:8][C:3]=1[C:4]([O:6][CH3:7])=[O:5].C(N(CC)CC)C.[C:20]1([CH2:26][CH2:27][C:28](Cl)=[O:29])[CH:25]=[CH:24][CH:23]=[CH:22][CH:21]=1. (3) Given the product [CH2:1]([C:5]1[N:6]([CH2:19][CH2:20][CH2:21][CH2:22][C:23]([NH2:25])=[O:24])[C:7]2[C:16]3[CH:15]=[CH:14][CH:13]=[CH:12][C:11]=3[N:10]=[CH:9][C:8]=2[N:18]=1)[CH2:2][CH2:3][CH3:4], predict the reactants needed to synthesize it. The reactants are: [CH2:1]([C:5]1[N:6]([CH2:19][CH2:20][CH2:21][CH2:22][C:23]([N:25]2CCOCC2)=[O:24])[C:7]2[C:16]3[CH:15]=[CH:14][CH:13]=[CH:12][C:11]=3[N:10]=[C:9](N)[C:8]=2[N:18]=1)[CH2:2][CH2:3][CH3:4].C([O-])(=O)C.[NH4+].C(=O)(O)[O-].[Na+]. (4) The reactants are: Cl[C:2]1[N:7]=[C:6]([C:8]2[C:9]([C:18]3[CH:23]=[CH:22][C:21]([F:24])=[CH:20][CH:19]=3)=[N:10][N:11]3[C:16]=2[CH2:15][CH2:14][CH2:13][N:12]3[CH3:17])[CH:5]=[CH:4][N:3]=1.[CH:25]1([NH2:28])[CH2:27][CH2:26]1. Given the product [CH:25]1([NH:28][C:2]2[N:7]=[C:6]([C:8]3[C:9]([C:18]4[CH:19]=[CH:20][C:21]([F:24])=[CH:22][CH:23]=4)=[N:10][N:11]4[C:16]=3[CH2:15][CH2:14][CH2:13][N:12]4[CH3:17])[CH:5]=[CH:4][N:3]=2)[CH2:27][CH2:26]1, predict the reactants needed to synthesize it. (5) Given the product [CH3:6][S:7][C:8]1[C:9]2[O:16][C:15]([CH:20]=[O:21])=[CH:14][C:10]=2[N:11]=[CH:12][N:13]=1, predict the reactants needed to synthesize it. The reactants are: C([Li])CCC.[CH3:6][S:7][C:8]1[C:9]2[O:16][CH:15]=[CH:14][C:10]=2[N:11]=[CH:12][N:13]=1.CN([CH:20]=[O:21])C.[Cl-].[NH4+]. (6) Given the product [Cl:1][C:2]1[CH:7]=[CH:6][N:5]=[C:4]([CH:8]([NH:10][C:11]2[O:12][C:13]3[C:19]([O:20][CH3:21])=[CH:18][C:17]([C:22]([OH:24])=[O:23])=[CH:16][C:14]=3[N:15]=2)[CH3:9])[CH:3]=1, predict the reactants needed to synthesize it. The reactants are: [Cl:1][C:2]1[CH:7]=[CH:6][N:5]=[C:4]([CH:8]([NH:10][C:11]2[O:12][C:13]3[C:19]([O:20][CH3:21])=[CH:18][C:17]([C:22]([O:24]C)=[O:23])=[CH:16][C:14]=3[N:15]=2)[CH3:9])[CH:3]=1.[OH-].[Na+]. (7) Given the product [CH:1]1([CH2:6][CH:7]([C:11]2[CH:12]=[CH:13][C:14]([S:17]([CH2:20][C:21](=[O:23])[CH3:22])(=[O:18])=[O:19])=[CH:15][CH:16]=2)[C:8]([NH:58][C:56]2[S:55][C:53]3[C:52]([N:57]=2)=[CH:51][CH:50]=[C:49]([O:48][CH3:47])[N:54]=3)=[O:9])[CH2:5][CH2:4][CH2:3][CH2:2]1, predict the reactants needed to synthesize it. The reactants are: [CH:1]1([CH2:6][CH:7]([C:11]2[CH:16]=[CH:15][C:14]([S:17]([CH2:20][C:21](=[O:23])[CH3:22])(=[O:19])=[O:18])=[CH:13][CH:12]=2)[C:8](O)=[O:9])[CH2:5][CH2:4][CH2:3][CH2:2]1.C1C=CC2N(O)N=NC=2C=1.CCN=C=NCCCN(C)C.Cl.Cl.[CH3:47][O:48][C:49]1[N:54]=[C:53]2[S:55][C:56]([NH2:58])=[N:57][C:52]2=[CH:51][CH:50]=1.CCN(C(C)C)C(C)C.C(=O)(O)[O-].[Na+]. (8) Given the product [ClH:29].[Cl:29][C:26]1[CH:27]=[CH:28][C:23]([C:21]2[S:22][C:18]([CH2:17][NH:16][C:14]([CH:10]3[CH2:11][CH2:12][CH2:13][NH:8][CH2:9]3)=[O:15])=[C:19]([CH3:30])[N:20]=2)=[CH:24][CH:25]=1, predict the reactants needed to synthesize it. The reactants are: C(OC([N:8]1[CH2:13][CH2:12][CH2:11][CH:10]([C:14]([NH:16][CH2:17][C:18]2[S:22][C:21]([C:23]3[CH:28]=[CH:27][C:26]([Cl:29])=[CH:25][CH:24]=3)=[N:20][C:19]=2[CH3:30])=[O:15])[CH2:9]1)=O)(C)(C)C. (9) The reactants are: C([O:3][C:4]([C:6]1[NH:7][C:8]2[C:13]([CH:14]=1)=[CH:12][CH:11]=[CH:10][CH:9]=2)=[O:5])C.Cl[CH2:16][C:17]1[C:18]2[CH:25]=[CH:24][CH:23]=[CH:22][C:19]=2[S:20][CH:21]=1. Given the product [S:20]1[CH:21]=[C:17]([CH2:16][N:7]2[C:8]3[C:13](=[CH:12][CH:11]=[CH:10][CH:9]=3)[CH:14]=[C:6]2[C:4]([OH:3])=[O:5])[C:18]2[CH:25]=[CH:24][CH:23]=[CH:22][C:19]1=2, predict the reactants needed to synthesize it.